Dataset: Reaction yield outcomes from USPTO patents with 853,638 reactions. Task: Predict the reaction yield, written as a fraction of the theoretical maximum amount of product (1.0 means a 100% yield; for example, 0.34 means a 34% yield). The reactants are [I:1]N1C(=O)CCC1=O.[CH:9]1([C:13]2[CH:22]=[CH:21][C:16]([C:17]([O:19][CH3:20])=[O:18])=[C:15]([CH3:23])[CH:14]=2)[CH2:12][CH2:11][CH2:10]1.CO. The catalyst is S(=O)(=O)(O)O. The product is [CH:9]1([C:13]2[C:22]([I:1])=[CH:21][C:16]([C:17]([O:19][CH3:20])=[O:18])=[C:15]([CH3:23])[CH:14]=2)[CH2:10][CH2:11][CH2:12]1. The yield is 0.810.